This data is from Forward reaction prediction with 1.9M reactions from USPTO patents (1976-2016). The task is: Predict the product of the given reaction. (1) Given the reactants [Cl:1][C:2]1[CH:10]=[C:9]2[C:5]([C:6]([CH:11]=O)=[CH:7][NH:8]2)=[CH:4][CH:3]=1.[CH:13]1([CH2:16][NH2:17])[CH2:15][CH2:14]1.[Cl:18][C:19]1[CH:24]=[CH:23][C:22]([CH:25]([N+:36]#[C-:37])S(C2C=CC(C)=CC=2)(=O)=O)=[CH:21][C:20]=1[Cl:38].N1CCNCC1, predict the reaction product. The product is: [Cl:1][C:2]1[CH:10]=[C:9]2[C:5]([C:6]([C:11]3[N:17]([CH2:16][CH:13]4[CH2:15][CH2:14]4)[CH:37]=[N:36][C:25]=3[C:22]3[CH:23]=[CH:24][C:19]([Cl:18])=[C:20]([Cl:38])[CH:21]=3)=[CH:7][NH:8]2)=[CH:4][CH:3]=1. (2) Given the reactants [Cl:1][C:2]1[CH:3]=[C:4]([CH:6]=[CH:7][C:8]=1[O:9][CH3:10])[NH2:5].[Br:11][C:12](Br)([CH2:15]Br)[CH:13]=O, predict the reaction product. The product is: [Br:11][C:12]1[CH:13]=[N:5][C:4]2[C:6]([CH:15]=1)=[CH:7][C:8]([O:9][CH3:10])=[C:2]([Cl:1])[CH:3]=2. (3) Given the reactants C([O:4][CH:5]1[C:9]2=[N:10][CH:11]=[C:12]([NH:28][C:29]([C:31]3[C:36]([NH2:37])=[CH:35][C:34]([F:38])=[C:33]([C:39]4[C:44]([F:45])=[CH:43][CH:42]=[CH:41][C:40]=4[F:46])[N:32]=3)=[O:30])[C:13]([N:14]3[CH2:19][CH2:18][CH2:17][C@H:16]([NH:20]C(OC(C)(C)C)=O)[CH2:15]3)=[C:8]2[CH2:7][CH2:6]1)(=O)C.CO.[OH-].[Na+].C(O)(C(F)(F)F)=O, predict the reaction product. The product is: [NH2:37][C:36]1[C:31]([C:29]([NH:28][C:12]2[C:13]([N:14]3[CH2:19][CH2:18][CH2:17][C@H:16]([NH2:20])[CH2:15]3)=[C:8]3[CH2:7][CH2:6][CH:5]([OH:4])[C:9]3=[N:10][CH:11]=2)=[O:30])=[N:32][C:33]([C:39]2[C:44]([F:45])=[CH:43][CH:42]=[CH:41][C:40]=2[F:46])=[C:34]([F:38])[CH:35]=1. (4) The product is: [O:19]1[CH2:20][CH2:21][N:16]([C:8]2[NH:9][C:5]([C:2](=[O:4])[CH3:3])=[CH:6][N:7]=2)[CH2:17][CH2:18]1. Given the reactants Cl.[C:2]([C:5]1[N:9](S(N(C)C)(=O)=O)[C:8]([N:16]2[CH2:21][CH2:20][O:19][CH2:18][CH2:17]2)=[N:7][CH:6]=1)(=[O:4])[CH3:3].C([O-])([O-])=O.[Na+].[Na+], predict the reaction product. (5) The product is: [CH3:1][O:2][C:3]1[CH:4]=[C:5]([CH:8]=[C:9]([CH2:13][CH2:14][CH3:15])[C:10]=1[O:11][CH3:12])[CH2:6][O:7][S:24]([CH3:23])(=[O:26])=[O:25]. Given the reactants [CH3:1][O:2][C:3]1[CH:4]=[C:5]([CH:8]=[C:9]([CH2:13][CH2:14][CH3:15])[C:10]=1[O:11][CH3:12])[CH2:6][OH:7].C(N(CC)CC)C.[CH3:23][S:24](Cl)(=[O:26])=[O:25], predict the reaction product.